The task is: Predict the reaction yield, written as a fraction of the theoretical maximum amount of product (1.0 means a 100% yield; for example, 0.34 means a 34% yield).. This data is from Reaction yield outcomes from USPTO patents with 853,638 reactions. (1) The reactants are Br[CH2:2][C:3]1[C:4]([C:16]2[CH:21]=[CH:20][CH:19]=[CH:18][CH:17]=2)=[N:5][C:6]2[C:11]([C:12]=1[C:13](O)=[O:14])=[CH:10][CH:9]=[CH:8][CH:7]=2.C(Cl)(=O)C([Cl:25])=O.CCN(CC)CC.Cl.[C:36]1([NH+:42]([C:44]([O:46][CH3:47])=[O:45])[NH2:43])[CH:41]=[CH:40][CH:39]=[CH:38][CH:37]=1. The catalyst is C(Cl)Cl.CN(C=O)C. The product is [Cl:25][CH2:2][C:3]1[C:4]([C:16]2[CH:21]=[CH:20][CH:19]=[CH:18][CH:17]=2)=[N:5][C:6]2[C:11]([C:12]=1[C:13]([NH:43][N:42]([C:36]1[CH:37]=[CH:38][CH:39]=[CH:40][CH:41]=1)[C:44]([O:46][CH3:47])=[O:45])=[O:14])=[CH:10][CH:9]=[CH:8][CH:7]=2. The yield is 0.330. (2) The reactants are [C:1]([C:3]1[CH:8]=[CH:7][CH:6]=[CH:5][C:4]=1[C:9]1[CH:14]=[CH:13][C:12]([CH2:15][C:16]2[C:17](=[O:42])[N:18]([C:28]3[CH:41]=[CH:40][C:31]([O:32][CH2:33][C:34](N(OC)C)=[O:35])=[CH:30][CH:29]=3)[C:19]3[N:20]([N:25]=[CH:26][CH:27]=3)[C:21]=2[CH2:22][CH2:23][CH3:24])=[CH:11][CH:10]=1)#[N:2].[CH3:43][Mg]Br.C(OCC)(=O)C.[Cl-].[NH4+]. The catalyst is O1CCCC1. The product is [OH:35][CH:34]([CH3:43])[CH2:33][O:32][C:31]1[CH:30]=[CH:29][C:28]([N:18]2[C:17](=[O:42])[C:16]([CH2:15][C:12]3[CH:13]=[CH:14][C:9]([C:4]4[C:3]([C:1]#[N:2])=[CH:8][CH:7]=[CH:6][CH:5]=4)=[CH:10][CH:11]=3)=[C:21]([CH2:22][CH2:23][CH3:24])[N:20]3[N:25]=[CH:26][CH:27]=[C:19]23)=[CH:41][CH:40]=1. The yield is 0.730.